From a dataset of Reaction yield outcomes from USPTO patents with 853,638 reactions. Predict the reaction yield, written as a fraction of the theoretical maximum amount of product (1.0 means a 100% yield; for example, 0.34 means a 34% yield). The reactants are C1(P(C2C=CC=CC=2)C2C=CC=CC=2)C=CC=CC=1.[N:20]([CH2:23][C:24]1[CH:25]=[N:26][CH:27]=[CH:28][C:29]=1[Cl:30])=[N+]=[N-].[OH-].[Na+].Cl. The catalyst is C1COCC1.[NH4+].[OH-].CCOCC. The product is [NH2:20][CH2:23][C:24]1[CH:25]=[N:26][CH:27]=[CH:28][C:29]=1[Cl:30]. The yield is 0.530.